Dataset: Forward reaction prediction with 1.9M reactions from USPTO patents (1976-2016). Task: Predict the product of the given reaction. Given the reactants [NH2:1][C:2]1[CH:3]=[C:4]([C:8]2[CH2:14][C:13](=[O:15])[NH:12][C:11]3[CH:16]=[C:17]([C:20]4[CH:25]=[CH:24][C:23]([F:26])=[CH:22][CH:21]=4)[CH:18]=[CH:19][C:10]=3[N:9]=2)[CH:5]=[CH:6][CH:7]=1.[CH3:27][S:28](Cl)(=[O:30])=[O:29].CCN(CC)CC, predict the reaction product. The product is: [F:26][C:23]1[CH:22]=[CH:21][C:20]([C:17]2[CH:18]=[CH:19][C:10]3[N:9]=[C:8]([C:4]4[CH:3]=[C:2]([NH:1][S:28]([CH3:27])(=[O:30])=[O:29])[CH:7]=[CH:6][CH:5]=4)[CH2:14][C:13](=[O:15])[NH:12][C:11]=3[CH:16]=2)=[CH:25][CH:24]=1.